Dataset: Full USPTO retrosynthesis dataset with 1.9M reactions from patents (1976-2016). Task: Predict the reactants needed to synthesize the given product. Given the product [C:14]1([C@H:24]([NH:26][CH:9]2[CH2:10][CH2:11][CH2:12][C@@H:7]([C:1]3[CH:6]=[CH:5][CH:4]=[CH:3][CH:2]=3)[CH2:8]2)[CH3:25])[C:23]2[C:18](=[CH:19][CH:20]=[CH:21][CH:22]=2)[CH:17]=[CH:16][CH:15]=1, predict the reactants needed to synthesize it. The reactants are: [C:1]1([C@@H:7]2[CH2:12][CH2:11][CH2:10][C:9](=O)[CH2:8]2)[CH:6]=[CH:5][CH:4]=[CH:3][CH:2]=1.[C:14]1([C@H:24]([NH2:26])[CH3:25])[C:23]2[C:18](=[CH:19][CH:20]=[CH:21][CH:22]=2)[CH:17]=[CH:16][CH:15]=1.